From a dataset of Forward reaction prediction with 1.9M reactions from USPTO patents (1976-2016). Predict the product of the given reaction. (1) Given the reactants [CH:1]12[O:8][CH:5]([CH2:6][CH2:7]1)[CH2:4][NH:3][CH2:2]2.[I:9][C:10]1[CH:18]=[CH:17][C:13]([C:14](Cl)=[O:15])=[CH:12][CH:11]=1, predict the reaction product. The product is: [I:9][C:10]1[CH:18]=[CH:17][C:13]([C:14]([N:3]2[CH2:2][CH:1]3[O:8][CH:5]([CH2:6][CH2:7]3)[CH2:4]2)=[O:15])=[CH:12][CH:11]=1. (2) The product is: [CH3:28][S:25]([C:20]1[CH:21]=[CH:22][CH:23]=[CH:24][C:19]=1[C:16]1[CH:17]=[CH:18][C:13]([NH:12][C:11]([C:8]2([NH:7][C:6]([NH:52][C:49]3[CH:50]=[CH:51][C:46]([Cl:45])=[CH:47][CH:48]=3)=[O:5])[CH2:9][CH2:10]2)=[O:29])=[CH:14][CH:15]=1)(=[O:26])=[O:27]. Given the reactants C([O:5][C:6](=O)[NH:7][C:8]1([C:11](=[O:29])[NH:12][C:13]2[CH:18]=[CH:17][C:16]([C:19]3[CH:24]=[CH:23][CH:22]=[CH:21][C:20]=3[S:25]([CH3:28])(=[O:27])=[O:26])=[CH:15][CH:14]=2)[CH2:10][CH2:9]1)(C)(C)C.C(O)(C(F)(F)F)=O.C(N(CC)CC)C.[Cl:45][C:46]1[CH:51]=[CH:50][C:49]([N:52]=C=O)=[CH:48][CH:47]=1, predict the reaction product. (3) Given the reactants [Cl:1][C:2]1[CH:7]=[CH:6][C:5]([CH:8]([C:26]2[CH:31]=[CH:30][C:29]([Cl:32])=[CH:28][CH:27]=2)[C:9]2[CH:10]=[C:11]3[C:16](=[CH:17][CH:18]=2)[N:15]=[N:14][CH:13]=[C:12]3[NH:19][CH:20]2[CH2:25][CH2:24][NH:23][CH2:22][CH2:21]2)=[CH:4][CH:3]=1.O=[CH:34][CH2:35][C:36]1[CH:37]=[C:38]([CH:43]=[CH:44][CH:45]=1)[C:39]([O:41][CH3:42])=[O:40].CC(O)=O.[BH3-]C#N.[Na+], predict the reaction product. The product is: [Cl:1][C:2]1[CH:7]=[CH:6][C:5]([CH:8]([C:26]2[CH:27]=[CH:28][C:29]([Cl:32])=[CH:30][CH:31]=2)[C:9]2[CH:10]=[C:11]3[C:16](=[CH:17][CH:18]=2)[N:15]=[N:14][CH:13]=[C:12]3[NH:19][CH:20]2[CH2:21][CH2:22][N:23]([CH2:34][CH2:35][C:36]3[CH:37]=[C:38]([CH:43]=[CH:44][CH:45]=3)[C:39]([O:41][CH3:42])=[O:40])[CH2:24][CH2:25]2)=[CH:4][CH:3]=1. (4) The product is: [F:29][C:30]1[CH:31]=[C:32]([CH:36]=[CH:37][CH:38]=1)[C:33]([N:15]1[CH2:16][CH2:17][C:13]2([CH2:12][CH2:11][N:10]3[C:19](=[O:21])[CH:20]=[C:7]([C:4]4[CH:5]=[CH:6][N:1]=[CH:2][N:3]=4)[N:8]=[C:9]3[NH:18]2)[CH2:14]1)=[O:34]. Given the reactants [N:1]1[CH:6]=[CH:5][C:4]([C:7]2[N:8]=[C:9]3[NH:18][C:13]4([CH2:17][CH2:16][NH:15][CH2:14]4)[CH2:12][CH2:11][N:10]3[C:19](=[O:21])[CH:20]=2)=[N:3][CH:2]=1.C(N(CC)CC)C.[F:29][C:30]1[CH:31]=[C:32]([CH:36]=[CH:37][CH:38]=1)[C:33](Cl)=[O:34].[Cl-].[NH4+], predict the reaction product. (5) Given the reactants [Br:1][C:2]1[CH:10]=[CH:9][CH:8]=[C:7]2[C:3]=1[CH:4]=[CH:5][N:6]2[S:11]([C:14]1[CH:19]=[CH:18][CH:17]=[CH:16][CH:15]=1)(=[O:13])=[O:12].[CH2:20]([O:27]C1C(Br)=C2C(=CC=1)NC=C2)[C:21]1[CH:26]=[CH:25][CH:24]=[CH:23][CH:22]=1, predict the reaction product. The product is: [Br:1][C:2]1[C:10]([O:27][CH2:20][C:21]2[CH:26]=[CH:25][CH:24]=[CH:23][CH:22]=2)=[CH:9][CH:8]=[C:7]2[C:3]=1[CH:4]=[CH:5][N:6]2[S:11]([C:14]1[CH:15]=[CH:16][CH:17]=[CH:18][CH:19]=1)(=[O:13])=[O:12]. (6) Given the reactants N1C=CN=C1.[CH3:6][C:7]([Si:10](Cl)([CH3:12])[CH3:11])([CH3:9])[CH3:8].[CH2:14]([O:16][C:17](=[O:24])[CH:18]([OH:23])[CH2:19][CH2:20][CH2:21][CH3:22])[CH3:15].O, predict the reaction product. The product is: [Si:10]([O:23][CH:18]([CH2:19][CH2:20][CH2:21][CH3:22])[C:17]([O:16][CH2:14][CH3:15])=[O:24])([C:7]([CH3:9])([CH3:8])[CH3:6])([CH3:12])[CH3:11]. (7) The product is: [N:1]1[CH:6]=[CH:5][CH:4]=[CH:3][C:2]=1[NH:7][N:8]=[CH:13][C:14](=[O:15])[CH3:16]. Given the reactants [N:1]1[CH:6]=[CH:5][CH:4]=[CH:3][C:2]=1[NH:7][NH2:8].C(O)(=O)C.[CH:13](=O)[C:14]([CH3:16])=[O:15].C([O-])(O)=O.[Na+], predict the reaction product. (8) Given the reactants C(N(CC)CC)C.Cl.CN(C)C.[CH3:13][C:14]1[CH:19]=[CH:18][C:17]([S:20](Cl)(=[O:22])=[O:21])=[CH:16][CH:15]=1.[Cl:24][C:25]1[CH:30]=[C:29](/[C:31](/[C:38]2[CH:43]=[CH:42][C:41]([CH2:44][CH3:45])=[C:40]([O:46][CH3:47])[N:39]=2)=[CH:32]\[CH:33]2[CH2:37][CH2:36][CH2:35][CH2:34]2)[CH:28]=[CH:27][C:26]=1[S:48][CH2:49][CH2:50][CH2:51][OH:52], predict the reaction product. The product is: [CH3:13][C:14]1[CH:19]=[CH:18][C:17]([S:20]([O:52][CH2:51][CH2:50][CH2:49][S:48][C:26]2[CH:27]=[CH:28][C:29](/[C:31](/[C:38]3[CH:43]=[CH:42][C:41]([CH2:44][CH3:45])=[C:40]([O:46][CH3:47])[N:39]=3)=[CH:32]\[CH:33]3[CH2:37][CH2:36][CH2:35][CH2:34]3)=[CH:30][C:25]=2[Cl:24])(=[O:22])=[O:21])=[CH:16][CH:15]=1. (9) Given the reactants O=[C:2]1[NH:7][N:6]=[C:5]([C:8]([O:10][CH3:11])=[O:9])[CH:4]=[CH:3]1.S(Cl)([Cl:14])=O.O, predict the reaction product. The product is: [Cl:14][C:2]1[N:7]=[N:6][C:5]([C:8]([O:10][CH3:11])=[O:9])=[CH:4][CH:3]=1.